Predict which catalyst facilitates the given reaction. From a dataset of Catalyst prediction with 721,799 reactions and 888 catalyst types from USPTO. (1) Reactant: Cl[C:2]1[CH:7]=[CH:6][C:5]([N+:8]([O-:10])=[O:9])=[C:4]([CH2:11][CH2:12][CH3:13])[CH:3]=1.CC1(C)C(C)(C)OB([C:22]2[CH2:23][CH2:24][N:25]([C:28]([O:30][C:31]([CH3:34])([CH3:33])[CH3:32])=[O:29])[CH2:26][CH:27]=2)O1.C([O-])([O-])=O.[Na+].[Na+]. Product: [N+:8]([C:5]1[CH:6]=[CH:7][C:2]([C:22]2[CH2:27][CH2:26][N:25]([C:28]([O:30][C:31]([CH3:34])([CH3:33])[CH3:32])=[O:29])[CH2:24][CH:23]=2)=[CH:3][C:4]=1[CH2:11][CH2:12][CH3:13])([O-:10])=[O:9]. The catalyst class is: 551. (2) Reactant: [Li+].C[Si]([N-][Si](C)(C)C)(C)C.[Cl:11][C:12]1[N:13]=[C:14]([Cl:21])[C:15]2[CH:20]=[CH:19][NH:18][C:16]=2[N:17]=1.[CH3:22][Si:23]([CH2:26][CH2:27][O:28][CH2:29]Cl)([CH3:25])[CH3:24]. Product: [Cl:11][C:12]1[N:13]=[C:14]([Cl:21])[C:15]2[CH:20]=[CH:19][N:18]([CH2:29][O:28][CH2:27][CH2:26][Si:23]([CH3:25])([CH3:24])[CH3:22])[C:16]=2[N:17]=1. The catalyst class is: 1. (3) Reactant: Cl[C:2]1[C:11]2[C:6](=[CH:7][C:8]([C:12]3[CH:13]=[C:14]([CH:19]=[CH:20][C:21]=3[CH3:22])[C:15]([O:17][CH3:18])=[O:16])=[CH:9][CH:10]=2)[CH:5]=[N:4][N:3]=1.CC1(C)CC(C)OB([C:31](=[CH2:36])[C:32]([F:35])([F:34])[F:33])O1.O.C(=O)([O-])[O-].[Na+].[Na+]. Product: [CH3:22][C:21]1[CH:20]=[CH:19][C:14]([C:15]([O:17][CH3:18])=[O:16])=[CH:13][C:12]=1[C:8]1[CH:7]=[C:6]2[C:11](=[CH:10][CH:9]=1)[C:2]([C:31](=[CH2:36])[C:32]([F:35])([F:34])[F:33])=[N:3][N:4]=[CH:5]2. The catalyst class is: 70. (4) The catalyst class is: 25. Product: [C:1]([O:5][C:6](=[O:26])[NH:7][C@@H:8]([CH2:19][C:20]1[CH:21]=[CH:22][CH:23]=[CH:24][CH:25]=1)[C@@H:9]([OH:18])[CH:10]([NH:11][S:41]([C:39]1[CH:38]=[CH:37][C:35]2[N:36]=[C:32]([NH:31][C:29]([O:28][CH3:27])=[O:30])[NH:33][C:34]=2[CH:40]=1)(=[O:43])=[O:42])[O:60][CH:45]1[CH2:48][CH2:53][CH2:55][CH2:47]1)([CH3:2])([CH3:3])[CH3:4]. Reactant: [C:1]([O:5][C:6](=[O:26])[NH:7][C@@H:8]([CH2:19][C:20]1[CH:25]=[CH:24][CH:23]=[CH:22][CH:21]=1)[C@H:9]([OH:18])[CH2:10][NH:11]OC1CCCC1)([CH3:4])([CH3:3])[CH3:2].[CH3:27][O:28][C:29]([NH:31][C:32]1[NH:33][C:34]2[CH:40]=[C:39]([S:41](Cl)(=[O:43])=[O:42])[CH:38]=[CH:37][C:35]=2[N:36]=1)=[O:30].[CH:45]([C:48]([CH:53]([CH3:55])C)(NCC)C)([CH3:47])C.CN(C=[O:60])C. (5) Reactant: [CH3:1][O:2][C:3]1[C:4]([CH3:11])=[N:5][C:6]([O:9][CH3:10])=[CH:7][CH:8]=1.[Br:12]N1C(=O)CCC1=O.C(O)(=O)C. Product: [Br:12][CH2:11][C:4]1[C:3]([O:2][CH3:1])=[CH:8][CH:7]=[C:6]([O:9][CH3:10])[N:5]=1. The catalyst class is: 53.